From a dataset of Full USPTO retrosynthesis dataset with 1.9M reactions from patents (1976-2016). Predict the reactants needed to synthesize the given product. (1) Given the product [CH2:18]([O:68][C:46]1[CH:50]=[C:49]2[C:43](=[CH:44][CH:45]=1)[N:38]([S:29]([C:2]1[CH:7]=[CH:6][CH:5]=[CH:4][CH:3]=1)(=[O:33])=[O:30])[CH:47]=[CH:48]2)[C:19]1[CH:24]=[CH:23][CH:22]=[CH:21][CH:20]=1, predict the reactants needed to synthesize it. The reactants are: C(C1C=CC2C(=CC(=O)N=2)C=1)[C:2]1[CH:7]=[CH:6][CH:5]=[CH:4][CH:3]=1.[CH2:18](S(O)(=O)=O)[C:19]1[CH:24]=[CH:23][CH:22]=[CH:21][CH:20]=1.[S:29]([O-:33])([O-])(=O)=[O:30].C([N+:38]([CH2:47][CH2:48][CH2:49][CH3:50])([CH2:43][CH2:44][CH2:45][CH3:46])CCCC)CCC.C([N+](CCCC)(CCCC)CCCC)CCC.[OH-:68].[Na+]. (2) Given the product [Cl:1][C:2]1[C:10]([C:11]([F:12])([F:13])[F:14])=[CH:9][CH:8]=[CH:7][C:3]=1[NH:17][C:20](=[O:29])[O:43][C:39]([CH3:42])([CH3:41])[CH3:40], predict the reactants needed to synthesize it. The reactants are: [Cl:1][C:2]1[C:10]([C:11]([F:14])([F:13])[F:12])=[CH:9][CH:8]=[CH:7][C:3]=1C(O)=O.C([N:17]([CH2:20]C)CC)C.C1(P(N=[N+]=[N-])(C2C=CC=CC=2)=[O:29])C=CC=CC=1.[C:39]([OH:43])([CH3:42])([CH3:41])[CH3:40]. (3) Given the product [CH3:1][O:2][C:3]([C:5]1[CH:6]=[CH:7][CH:8]=[C:9]2[C:14]=1[N:13]=[CH:12][C:11]([O:15][C:16]1[C:17]([Cl:26])=[CH:18][C:19]([NH2:23])=[CH:20][C:21]=1[Cl:22])=[CH:10]2)=[O:4], predict the reactants needed to synthesize it. The reactants are: [CH3:1][O:2][C:3]([C:5]1[CH:6]=[CH:7][CH:8]=[C:9]2[C:14]=1[N:13]=[CH:12][C:11]([O:15][C:16]1[C:21]([Cl:22])=[CH:20][C:19]([N+:23]([O-])=O)=[CH:18][C:17]=1[Cl:26])=[CH:10]2)=[O:4].[NH4+].[Cl-]. (4) Given the product [CH:40]1([N:17]2[C:18]3[CH:19]=[CH:20][CH:21]=[CH:22][C:23]=3[C:24]3[C:12]([C:10]([N:9]([CH2:7][CH3:8])[C:33]4[CH:38]=[CH:37][CH:36]=[CH:35][CH:34]=4)=[O:11])=[N:13][N:14]([C:26]4[CH:27]=[CH:28][C:29]([CH3:32])=[CH:30][CH:31]=4)[C:15](=[O:25])[C:16]2=3)[CH2:43][CH2:42][CH2:41]1, predict the reactants needed to synthesize it. The reactants are: C([O-])([O-])=O.[K+].[K+].[CH2:7]([N:9]([C:33]1[CH:38]=[CH:37][CH:36]=[CH:35][CH:34]=1)[C:10]([C:12]1[C:24]2[C:23]3[CH:22]=[CH:21][CH:20]=[CH:19][C:18]=3[NH:17][C:16]=2[C:15](=[O:25])[N:14]([C:26]2[CH:31]=[CH:30][C:29]([CH3:32])=[CH:28][CH:27]=2)[N:13]=1)=[O:11])[CH3:8].Br[CH:40]1[CH2:43][CH2:42][CH2:41]1. (5) Given the product [F:1][C:2]1[CH:7]=[C:6]([I:8])[CH:5]=[CH:4][C:3]=1[N:9]1[C:14](=[O:20])[CH2:15][C:16](=[O:18])[N:12]([CH3:13])[C:10]1=[O:11], predict the reactants needed to synthesize it. The reactants are: [F:1][C:2]1[CH:7]=[C:6]([I:8])[CH:5]=[CH:4][C:3]=1[NH:9][C:10]([NH:12][CH3:13])=[O:11].[C:14]([OH:20])(=O)[CH2:15][C:16]([OH:18])=O.C(OC(=O)C)(=O)C.C(Cl)(=O)C. (6) Given the product [CH3:23][C:12]1[C:11](=[O:24])[C:10]2[C:15](=[C:16]([C:39](=[O:41])[CH:40]=[CH:34][C:33]3[CH:36]=[CH:37][CH:38]=[C:31]([O:30][CH3:29])[CH:32]=3)[C:7]([O:6][CH2:5][C:4]([CH3:3])=[CH2:28])=[CH:8][CH:9]=2)[O:14][C:13]=1[C:17]1[CH:18]=[CH:19][CH:20]=[CH:21][CH:22]=1, predict the reactants needed to synthesize it. The reactants are: [OH-].[K+].[CH3:3][C:4](=[CH2:28])[CH2:5][O:6][C:7]1[CH:16]=[C:15]2[C:10]([C:11](=[O:24])[C:12]([CH3:23])=[C:13]([C:17]3[CH:22]=[CH:21][CH:20]=[CH:19][CH:18]=3)[O:14]2)=[C:9](C(=O)C)[CH:8]=1.[CH3:29][O:30][C:31]1[CH:32]=[C:33]([CH:36]=[CH:37][CH:38]=1)[CH:34]=O.[CH2:39]([OH:41])[CH3:40].